Dataset: CYP2C19 inhibition data for predicting drug metabolism from PubChem BioAssay. Task: Regression/Classification. Given a drug SMILES string, predict its absorption, distribution, metabolism, or excretion properties. Task type varies by dataset: regression for continuous measurements (e.g., permeability, clearance, half-life) or binary classification for categorical outcomes (e.g., BBB penetration, CYP inhibition). Dataset: cyp2c19_veith. (1) The compound is COc1ccccc1CNc1cc(-c2ccccc2OC)ncn1. The result is 1 (inhibitor). (2) The molecule is CC(=O)NC1(c2ccc(F)cc2)CCN(C(=O)Nc2ccc(F)cc2F)CC1. The result is 1 (inhibitor). (3) The compound is CCOC(=O)C(=CNc1cccc(C)c1C)C(=O)OCC. The result is 0 (non-inhibitor). (4) The compound is Cc1snc(SCC(=O)N/N=C(\N)COc2cccc(C(F)(F)F)c2)c1C#N. The result is 1 (inhibitor). (5) The drug is CCCC[n+]1cc(/N=C(\[O-])OC)on1. The result is 0 (non-inhibitor). (6) The drug is O=C(Nc1nccs1)C1Cc2ccccc2CN1S(=O)(=O)c1ccc(F)cc1. The result is 1 (inhibitor). (7) The molecule is CCOc1ccc(-n2c(SCC(=O)Nc3ccc(OC)cc3)nc3c(c2=O)SCC3)cc1. The result is 1 (inhibitor).